Dataset: Forward reaction prediction with 1.9M reactions from USPTO patents (1976-2016). Task: Predict the product of the given reaction. (1) Given the reactants [Cl:1][C:2]1[N:3]=[C:4]([NH:16][C:17]2[C:18]([CH3:26])=[N:19][C:20]([O:24][CH3:25])=[C:21]([CH3:23])[CH:22]=2)[C:5](=[O:15])[N:6]([CH2:8][C@H:9]([CH:12]2[CH2:14][CH2:13]2)[O:10]C)[CH:7]=1.B(Br)(Br)Br, predict the reaction product. The product is: [Cl:1][C:2]1[N:3]=[C:4]([NH:16][C:17]2[C:18]([CH3:26])=[N:19][C:20]([O:24][CH3:25])=[C:21]([CH3:23])[CH:22]=2)[C:5](=[O:15])[N:6]([CH2:8][C@H:9]([CH:12]2[CH2:14][CH2:13]2)[OH:10])[CH:7]=1. (2) Given the reactants [CH3:1][N:2]1[CH2:7][CH2:6][C:5](=[O:8])[CH2:4][CH2:3]1.[Si](OS(C(F)(F)F)(=O)=O)(C)(C)C.[CH2:21]1[C:35]2[C:30](=[CH:31][CH:32]=[CH:33][CH:34]=2)[CH:29](O)[C:28]2[C:23](=[CH:24][CH:25]=[CH:26][CH:27]=2)[CH2:22]1.C(=O)(O)[O-].[Na+], predict the reaction product. The product is: [CH:24]1[C:23]2[CH2:22][CH2:21][C:35]3[CH:34]=[CH:33][CH:32]=[CH:31][C:30]=3[CH:29]([CH:4]3[C:5](=[O:8])[CH2:6][CH2:7][N:2]([CH3:1])[CH2:3]3)[C:28]=2[CH:27]=[CH:26][CH:25]=1. (3) Given the reactants [NH2:1][C:2]1[CH:23]=[CH:22][C:5]([O:6][C:7]2[C:12]([Br:13])=[CH:11][C:10]([CH2:14][CH:15]([F:20])[C:16]([O:18][CH3:19])=[O:17])=[CH:9][C:8]=2[Br:21])=[CH:4][C:3]=1[NH2:24].[Cl:25][C:26]([Cl:32])([Cl:31])[C:27](=N)OC.O, predict the reaction product. The product is: [Br:21][C:8]1[CH:9]=[C:10]([CH2:14][CH:15]([F:20])[C:16]([O:18][CH3:19])=[O:17])[CH:11]=[C:12]([Br:13])[C:7]=1[O:6][C:5]1[CH:22]=[CH:23][C:2]2[NH:1][C:27]([C:26]([Cl:32])([Cl:31])[Cl:25])=[N:24][C:3]=2[CH:4]=1. (4) Given the reactants [NH2:1][C:2]1[CH:10]=[CH:9][C:8]([Br:11])=[CH:7][C:3]=1[C:4]([OH:6])=O.Br[CH2:13][CH2:14][CH2:15][CH2:16][CH2:17]Br, predict the reaction product. The product is: [NH2:1][C:2]1[CH:10]=[CH:9][C:8]([Br:11])=[CH:7][C:3]=1[C:4]1([OH:6])[CH2:17][CH2:16][CH2:15][CH2:14][CH2:13]1. (5) Given the reactants [NH2:1][C:2]([CH3:25])([CH3:24])[C:3]([NH:5][C:6]1[S:7][C:8]([N:18]2[CH2:23][CH2:22][O:21][CH2:20][CH2:19]2)=[C:9]([C:11]2[CH:16]=[CH:15][C:14]([F:17])=[CH:13][CH:12]=2)[N:10]=1)=[O:4].[CH:26]1([CH2:31][C:32](Cl)=[O:33])[CH2:30][CH2:29][CH2:28][CH2:27]1.C(N(CC)CC)C, predict the reaction product. The product is: [CH:26]1([CH2:31][C:32]([NH:1][C:2]([CH3:25])([CH3:24])[C:3]([NH:5][C:6]2[S:7][C:8]([N:18]3[CH2:23][CH2:22][O:21][CH2:20][CH2:19]3)=[C:9]([C:11]3[CH:16]=[CH:15][C:14]([F:17])=[CH:13][CH:12]=3)[N:10]=2)=[O:4])=[O:33])[CH2:30][CH2:29][CH2:28][CH2:27]1.